The task is: Predict the product of the given reaction.. This data is from Forward reaction prediction with 1.9M reactions from USPTO patents (1976-2016). Given the reactants [C:1]([C:3]1[CH:8]=[CH:7][N:6]=[C:5]([NH:9][C:10]2[N:15]=[C:14]([C:16]3[CH:17]=[N:18][C:19]([N:22]4[CH2:26][CH2:25][CH2:24][C@H:23]4[C:27]([O:29]C(C)(C)C)=[O:28])=[CH:20][CH:21]=3)[CH:13]=[C:12]([CH:34]3[CH2:36][CH2:35]3)[CH:11]=2)[CH:4]=1)#[N:2].[C:37]([OH:43])([C:39]([F:42])([F:41])[F:40])=[O:38], predict the reaction product. The product is: [F:40][C:39]([F:42])([F:41])[C:37]([OH:43])=[O:38].[C:1]([C:3]1[CH:8]=[CH:7][N:6]=[C:5]([NH:9][C:10]2[N:15]=[C:14]([C:16]3[CH:17]=[N:18][C:19]([N:22]4[CH2:26][CH2:25][CH2:24][C@H:23]4[C:27]([OH:29])=[O:28])=[CH:20][CH:21]=3)[CH:13]=[C:12]([CH:34]3[CH2:36][CH2:35]3)[CH:11]=2)[CH:4]=1)#[N:2].